This data is from Full USPTO retrosynthesis dataset with 1.9M reactions from patents (1976-2016). The task is: Predict the reactants needed to synthesize the given product. The reactants are: [Br:1][C:2]1[CH:3]=[C:4]2[C:12](=[CH:13][CH:14]=1)[NH:11][C:10]1[CH:9]([NH:15][C@H:16]([C:18]3[CH:23]=[CH:22][CH:21]=[CH:20][CH:19]=3)[CH3:17])[CH2:8][CH2:7][CH2:6][C:5]2=1.C(NCC)C.[ClH:29]. Given the product [ClH:29].[Br:1][C:2]1[CH:3]=[C:4]2[C:12](=[CH:13][CH:14]=1)[NH:11][C:10]1[C@H:9]([NH:15][C@H:16]([C:18]3[CH:23]=[CH:22][CH:21]=[CH:20][CH:19]=3)[CH3:17])[CH2:8][CH2:7][CH2:6][C:5]2=1, predict the reactants needed to synthesize it.